From a dataset of Catalyst prediction with 721,799 reactions and 888 catalyst types from USPTO. Predict which catalyst facilitates the given reaction. (1) Reactant: Br[C:2]1[CH:7]=[CH:6][C:5]([C:8]2[CH:13]=[CH:12][C:11]([O:14][CH3:15])=[CH:10][CH:9]=2)=[CH:4][CH:3]=1.C([Li])CCC.S(=O)=O.COC1C=CC(C2C=CC(S(O)=O)=CC=2)=CC=1.[Li].[S:42](Cl)([Cl:45])(=[O:44])=[O:43]. Product: [CH3:15][O:14][C:11]1[CH:12]=[CH:13][C:8]([C:5]2[CH:6]=[CH:7][C:2]([S:42]([Cl:45])(=[O:44])=[O:43])=[CH:3][CH:4]=2)=[CH:9][CH:10]=1. The catalyst class is: 7. (2) Reactant: [OH:1][C:2]1[CH:10]=[CH:9][CH:8]=[C:4]([C:5]([OH:7])=[O:6])[C:3]=1[NH2:11].N1C=CC=CC=1.[C:18](Cl)(=[O:25])[C:19]1[CH:24]=[CH:23][CH:22]=[N:21][CH:20]=1. Product: [OH:1][C:2]1[C:3]([NH:11][C:18](=[O:25])[C:19]2[CH:24]=[CH:23][CH:22]=[N:21][CH:20]=2)=[C:4]([CH:8]=[CH:9][CH:10]=1)[C:5]([OH:7])=[O:6]. The catalyst class is: 11.